This data is from Peptide-MHC class I binding affinity with 185,985 pairs from IEDB/IMGT. The task is: Regression. Given a peptide amino acid sequence and an MHC pseudo amino acid sequence, predict their binding affinity value. This is MHC class I binding data. (1) The peptide sequence is YTGDFDSVI. The MHC is HLA-A02:03 with pseudo-sequence HLA-A02:03. The binding affinity (normalized) is 0.436. (2) The peptide sequence is YTPGPGIRY. The MHC is HLA-A02:01 with pseudo-sequence HLA-A02:01. The binding affinity (normalized) is 0. (3) The peptide sequence is YLEGHGFRF. The MHC is HLA-A02:03 with pseudo-sequence HLA-A02:03. The binding affinity (normalized) is 0.307. (4) The peptide sequence is QVPLRPMTFK. The MHC is HLA-B35:03 with pseudo-sequence HLA-B35:03. The binding affinity (normalized) is 0. (5) The peptide sequence is ILKKLSSIK. The MHC is HLA-A11:01 with pseudo-sequence HLA-A11:01. The binding affinity (normalized) is 0.354. (6) The peptide sequence is HHIWQNLL. The MHC is HLA-B14:02 with pseudo-sequence HLA-B14:02. The binding affinity (normalized) is 0.213. (7) The peptide sequence is LAVSGVYPM. The MHC is HLA-B35:01 with pseudo-sequence HLA-B35:01. The binding affinity (normalized) is 0.740.